The task is: Predict the reaction yield, written as a fraction of the theoretical maximum amount of product (1.0 means a 100% yield; for example, 0.34 means a 34% yield).. This data is from Reaction yield outcomes from USPTO patents with 853,638 reactions. (1) The catalyst is N1C=CC=CC=1.CO. The reactants are Br.[N:2]1[CH:7]=[CH:6][CH:5]=[C:4]([O:8][C:9]2[CH:14]=[CH:13][C:12]([C:15]3[O:19][C:18]([NH2:20])=[N:17][N:16]=3)=[CH:11][CH:10]=2)[CH:3]=1.[CH3:21][O:22][C:23]1[CH:31]=[CH:30][C:26]([C:27](Cl)=[O:28])=[CH:25][C:24]=1[C:32]([F:35])([F:34])[F:33]. The yield is 0.162. The product is [CH3:21][O:22][C:23]1[CH:31]=[CH:30][C:26]([C:27]([NH:20][C:18]2[O:19][C:15]([C:12]3[CH:11]=[CH:10][C:9]([O:8][C:4]4[CH:3]=[N:2][CH:7]=[CH:6][CH:5]=4)=[CH:14][CH:13]=3)=[N:16][N:17]=2)=[O:28])=[CH:25][C:24]=1[C:32]([F:33])([F:34])[F:35]. (2) The reactants are [CH3:1][N:2]([CH3:32])[C:3]([C:5]1[N:26]([CH:27]2[CH2:31][CH2:30][CH2:29][CH2:28]2)[C:8]2[N:9]=[C:10]([NH:13][C:14]3[CH:19]=[CH:18][C:17]([N:20]4[CH2:25][CH2:24][NH:23][CH2:22][CH2:21]4)=[CH:16][N:15]=3)[N:11]=[CH:12][C:7]=2[CH:6]=1)=[O:4].Br[CH:34]1[CH2:38][CH2:37][CH2:36][CH2:35]1. No catalyst specified. The product is [CH3:1][N:2]([CH3:32])[C:3]([C:5]1[N:26]([CH:27]2[CH2:31][CH2:30][CH2:29][CH2:28]2)[C:8]2[N:9]=[C:10]([NH:13][C:14]3[CH:19]=[CH:18][C:17]([N:20]4[CH2:21][CH2:22][N:23]([CH:34]5[CH2:38][CH2:37][CH2:36][CH2:35]5)[CH2:24][CH2:25]4)=[CH:16][N:15]=3)[N:11]=[CH:12][C:7]=2[CH:6]=1)=[O:4]. The yield is 0.710. (3) The reactants are [CH3:1][C:2]1[N:6]([CH2:7][C:8]2[CH:13]=[CH:12][CH:11]=[C:10]([C:14]([F:17])([F:16])[F:15])[C:9]=2[CH3:18])[C:5]2[CH:19]=[C:20]([N:26]3[CH2:31][CH2:30][O:29][CH2:28][CH2:27]3)[CH:21]=[C:22]([C:23]([NH2:25])=O)[C:4]=2[N:3]=1.COC(OC)[N:35]([CH3:37])C.O.[NH2:41]N. The catalyst is C(O)(=O)C. The product is [CH3:1][C:2]1[N:6]([CH2:7][C:8]2[CH:13]=[CH:12][CH:11]=[C:10]([C:14]([F:15])([F:16])[F:17])[C:9]=2[CH3:18])[C:5]2[CH:19]=[C:20]([N:26]3[CH2:31][CH2:30][O:29][CH2:28][CH2:27]3)[CH:21]=[C:22]([C:23]3[N:35]=[CH:37][NH:41][N:25]=3)[C:4]=2[N:3]=1. The yield is 0.420. (4) The reactants are [C:1]1([S:7]([NH:10][C:11]2[CH:16]=[CH:15][C:14]([CH2:17][CH2:18][CH2:19][C:20]([OH:22])=O)=[CH:13][CH:12]=2)(=[O:9])=[O:8])[CH:6]=[CH:5][CH:4]=[CH:3][CH:2]=1.Cl.CN(C)CCCN=C=NCC.O.[OH:36][N:37]1C2C=CC=CC=2N=N1.NOC1CCCCO1.C12(CS(O)(=O)=O)C(C)(C)C(CC1)CC2=O. The catalyst is CN(C=O)C. The product is [OH:36][NH:37][C:20](=[O:22])[CH2:19][CH2:18][CH2:17][C:14]1[CH:15]=[CH:16][C:11]([NH:10][S:7]([C:1]2[CH:6]=[CH:5][CH:4]=[CH:3][CH:2]=2)(=[O:9])=[O:8])=[CH:12][CH:13]=1. The yield is 0.130. (5) The reactants are Br[C:2]1[CH:7]=[CH:6][C:5]([C@@H:8]([NH:10][C:11]2[N:12]=[CH:13][C:14]3[N:20]([CH3:21])[C:19](=[O:22])[C:18]([CH3:24])([CH3:23])[CH2:17][N:16]([CH:25]4[CH2:29][CH2:28][CH2:27][CH2:26]4)[C:15]=3[N:30]=2)[CH3:9])=[CH:4][CH:3]=1.[CH3:31][N:32]1[CH2:37][CH2:36][NH:35][CH2:34][CH2:33]1.C(P(C(C)(C)C)C1C=CC=CC=1C1C=CC=CC=1)(C)(C)C.[O-]P([O-])([O-])=O.[K+].[K+].[K+]. The catalyst is C1C=CC(/C=C/C(/C=C/C2C=CC=CC=2)=O)=CC=1.C1C=CC(/C=C/C(/C=C/C2C=CC=CC=2)=O)=CC=1.C1C=CC(/C=C/C(/C=C/C2C=CC=CC=2)=O)=CC=1.[Pd].[Pd].COCCOC. The product is [CH:25]1([N:16]2[CH2:17][C:18]([CH3:24])([CH3:23])[C:19](=[O:22])[N:20]([CH3:21])[C:14]3[CH:13]=[N:12][C:11]([NH:10][C@H:8]([C:5]4[CH:6]=[CH:7][C:2]([N:35]5[CH2:36][CH2:37][N:32]([CH3:31])[CH2:33][CH2:34]5)=[CH:3][CH:4]=4)[CH3:9])=[N:30][C:15]2=3)[CH2:29][CH2:28][CH2:27][CH2:26]1. The yield is 0.100. (6) The reactants are [F:1][C:2]1[CH:8]=[C:7]([O:9][C:10]2[C:19]3[C:14](=[CH:15][C:16]([CH2:22][CH2:23][CH2:24]Cl)=[C:17]([O:20][CH3:21])[CH:18]=3)[N:13]=[CH:12][CH:11]=2)[CH:6]=[CH:5][C:3]=1[NH2:4].[C:26](=[O:29])([O-])[O-].[K+].[K+].[I-].[Na+].FC1C=CC([CH2:41][C:42](O)=O)=CC=1.[CH3:45][N:46](C)C=O. The catalyst is C(Cl)(Cl)Cl.CO. The product is [F:1][C:2]1[CH:8]=[C:7]([O:9][C:10]2[C:19]3[C:14](=[CH:15][C:16]([CH2:22][CH2:23][CH2:24][N:46]4[CH2:45][CH2:26][O:29][CH2:42][CH2:41]4)=[C:17]([O:20][CH3:21])[CH:18]=3)[N:13]=[CH:12][CH:11]=2)[CH:6]=[CH:5][C:3]=1[NH2:4]. The yield is 0.760.